Dataset: Forward reaction prediction with 1.9M reactions from USPTO patents (1976-2016). Task: Predict the product of the given reaction. (1) Given the reactants [Cl-].[NH4+].[C:3]([O:7][C:8]([N:10]1[CH2:15][CH2:14][C:13]2[N:16]([CH3:36])[C:17]([C:29]3[CH:34]=[CH:33][N:32]=[C:31]([NH2:35])[N:30]=3)=[C:18]([CH2:19][C:20]3[CH:25]=[CH:24][CH:23]=[C:22]([N+:26]([O-])=O)[CH:21]=3)[C:12]=2[C:11]1=[O:37])=[O:9])([CH3:6])([CH3:5])[CH3:4].O, predict the reaction product. The product is: [C:3]([O:7][C:8]([N:10]1[CH2:15][CH2:14][C:13]2[N:16]([CH3:36])[C:17]([C:29]3[CH:34]=[CH:33][N:32]=[C:31]([NH2:35])[N:30]=3)=[C:18]([CH2:19][C:20]3[CH:25]=[CH:24][CH:23]=[C:22]([NH2:26])[CH:21]=3)[C:12]=2[C:11]1=[O:37])=[O:9])([CH3:5])([CH3:6])[CH3:4]. (2) Given the reactants [OH:1][C:2]1[CH:7]=[C:6]([OH:8])[CH:5]=[CH:4][C:3]=1[CH:9]1[CH2:14][CH2:13][CH2:12][C:11](=O)[CH2:10]1.Cl.[NH2:17][OH:18].C(N(CC)CC)C, predict the reaction product. The product is: [OH:1][C:2]1[CH:7]=[C:6]([OH:8])[CH:5]=[CH:4][C:3]=1[CH:9]1[CH2:14][CH2:13][CH2:12][C:11](=[N:17][OH:18])[CH2:10]1. (3) Given the reactants [Cl:1][C:2]1[C:7]([F:8])=[C:6]([O:9][CH3:10])[CH:5]=[CH:4][C:3]=1[CH:11]([NH:19][C:20]1[CH:29]=[C:28]([F:30])[CH:27]=[C:26]2[C:21]=1[CH:22]=[CH:23][C:24](=[O:31])[NH:25]2)[C:12]1([C:15]([F:18])([F:17])[F:16])[CH2:14][O:13]1.C(=O)([O-])[O-:33].[Cs+].[Cs+], predict the reaction product. The product is: [Cl:1][C:2]1[C:7]([F:8])=[C:6]([O:9][CH3:10])[CH:5]=[CH:4][C:3]=1[CH:11]([NH:19][C:20]1[CH:29]=[C:28]([F:30])[CH:27]=[C:26]2[C:21]=1[CH:22]=[CH:23][C:24](=[O:31])[NH:25]2)[C:12]([OH:33])([CH2:14][OH:13])[C:15]([F:16])([F:17])[F:18]. (4) Given the reactants [CH3:1][O:2][C:3]([C:5]1[C:21]([NH:22][C:23]2[CH:28]=[CH:27][C:26](I)=[CH:25][C:24]=2[CH3:30])=[C:20]([F:31])[C:8]2[N:9]=[C:10]([CH2:12][O:13][CH2:14][CH2:15][Si:16]([CH3:19])([CH3:18])[CH3:17])[NH:11][C:7]=2[CH:6]=1)=[O:4].[CH3:32][N:33](C=O)C, predict the reaction product. The product is: [CH3:1][O:2][C:3]([C:5]1[C:21]([NH:22][C:23]2[CH:28]=[CH:27][C:26]([C:32]#[N:33])=[CH:25][C:24]=2[CH3:30])=[C:20]([F:31])[C:8]2[N:9]=[C:10]([CH2:12][O:13][CH2:14][CH2:15][Si:16]([CH3:19])([CH3:18])[CH3:17])[NH:11][C:7]=2[CH:6]=1)=[O:4]. (5) Given the reactants C(O[C:4]1[C:5](=[O:12])[C:6](=[O:11])[C:7]=1[O:8][CH2:9][CH3:10])C.[CH:13]1([NH2:16])[CH2:15][CH2:14]1.C(N(CC)CC)C, predict the reaction product. The product is: [CH:13]1([NH:16][C:4]2[C:5](=[O:12])[C:6](=[O:11])[C:7]=2[O:8][CH2:9][CH3:10])[CH2:15][CH2:14]1. (6) Given the reactants [Br:1][C:2]1[CH:11]=[C:10]2[C:5]([CH:6]=[CH:7][N:8]=[C:9]2Cl)=[CH:4][C:3]=1[O:13][CH3:14].[O-:15][CH2:16][CH3:17].[Na+], predict the reaction product. The product is: [Br:1][C:2]1[CH:11]=[C:10]2[C:5]([CH:6]=[CH:7][N:8]=[C:9]2[O:15][CH2:16][CH3:17])=[CH:4][C:3]=1[O:13][CH3:14]. (7) Given the reactants [F:1][C:2]1[C:3]([NH:22][CH:23]2[CH2:28][CH2:27][CH2:26][NH:25][CH2:24]2)=[N:4][C:5]([NH:8][C:9]2[CH:10]=[N:11][C:12]([N:15]3[CH2:20][CH2:19][N:18]([CH3:21])[CH2:17][CH2:16]3)=[CH:13][CH:14]=2)=[N:6][CH:7]=1.C1CCN2C(=NCCC2)CC1.[C:40]([CH2:42][C:43](OCC)=[O:44])#[N:41], predict the reaction product. The product is: [F:1][C:2]1[C:3]([NH:22][CH:23]2[CH2:28][CH2:27][CH2:26][N:25]([C:43](=[O:44])[CH2:42][C:40]#[N:41])[CH2:24]2)=[N:4][C:5]([NH:8][C:9]2[CH:10]=[N:11][C:12]([N:15]3[CH2:20][CH2:19][N:18]([CH3:21])[CH2:17][CH2:16]3)=[CH:13][CH:14]=2)=[N:6][CH:7]=1. (8) Given the reactants [O:1]1[CH2:5][CH2:4][CH:3]([S:6][C:7]2[CH:16]=[CH:15][C:10]([C:11]([O:13][CH3:14])=[O:12])=[CH:9][CH:8]=2)[CH2:2]1.[OH2:17].OOS([O-])=O.[K+].C[OH:25], predict the reaction product. The product is: [O:1]1[CH2:5][CH2:4][CH:3]([S:6]([C:7]2[CH:8]=[CH:9][C:10]([C:11]([O:13][CH3:14])=[O:12])=[CH:15][CH:16]=2)(=[O:25])=[O:17])[CH2:2]1. (9) Given the reactants [C:1]1([NH:7][NH2:8])[CH:6]=[CH:5][CH:4]=[CH:3][CH:2]=1.[CH3:9][CH:10]([CH3:19])[C:11](=O)[CH2:12][C:13](OCC)=[O:14], predict the reaction product. The product is: [C:1]1([N:7]2[C:13]([OH:14])=[CH:12][C:11]([CH:10]([CH3:19])[CH3:9])=[N:8]2)[CH:6]=[CH:5][CH:4]=[CH:3][CH:2]=1.